Dataset: Forward reaction prediction with 1.9M reactions from USPTO patents (1976-2016). Task: Predict the product of the given reaction. (1) Given the reactants [CH3:1][O:2][CH2:3][C:4](=[C:12]1[CH2:16][CH2:15][N:14]([C:17]([O:19][CH2:20][C:21]2[CH:26]=[CH:25][CH:24]=[CH:23][CH:22]=2)=[O:18])[C:13]1=O)[NH:5][C:6]1[CH:11]=[CH:10][CH:9]=[CH:8][CH:7]=1, predict the reaction product. The product is: [CH3:1][O:2][CH2:3][C@H:4]1[C@H:12]2[CH2:16][CH2:15][N:14]([C:17]([O:19][CH2:20][C:21]3[CH:26]=[CH:25][CH:24]=[CH:23][CH:22]=3)=[O:18])[C@H:13]2[C:7]2[CH:8]=[CH:9][CH:10]=[CH:11][C:6]=2[NH:5]1. (2) The product is: [F:29][CH2:30][C:31]1([S:34]([NH:37][C:14]([C@@:9]2([NH:8][C:6](=[O:7])[O:5][C:1]([CH3:2])([CH3:3])[CH3:4])[CH2:11][C@H:10]2[CH:12]=[CH2:13])=[O:16])(=[O:36])=[O:35])[CH2:33][CH2:32]1. Given the reactants [C:1]([O:5][C:6]([NH:8][C@:9]1([C:14]([OH:16])=O)[CH2:11][C@H:10]1[CH:12]=[CH2:13])=[O:7])([CH3:4])([CH3:3])[CH3:2].C(N1C=CN=C1)(N1C=CN=C1)=O.[F:29][CH2:30][C:31]1([S:34]([NH2:37])(=[O:36])=[O:35])[CH2:33][CH2:32]1.N12CCCN=C1CCCCC2, predict the reaction product. (3) Given the reactants Br[C:2]1[N:10]2[C:5]([C:6]3([CH2:19][CH2:18][N:17]([C:20]([O:22][C:23]([CH3:26])([CH3:25])[CH3:24])=[O:21])[CH2:16][CH2:15]3)[O:7][C:8]3[CH:14]=[CH:13][CH:12]=[CH:11][C:9]=32)=[CH:4][CH:3]=1.C(Cl)(Cl)Cl.C(P(C(C)(C)C)C(C)(C)C)(C)(C)C.[CH:44]([O:46]CCCC)=[CH2:45].C1(N(C)C2CCCCC2)CCCCC1.Cl, predict the reaction product. The product is: [C:44]([C:2]1[N:10]2[C:5]([C:6]3([CH2:15][CH2:16][N:17]([C:20]([O:22][C:23]([CH3:25])([CH3:26])[CH3:24])=[O:21])[CH2:18][CH2:19]3)[O:7][C:8]3[CH:14]=[CH:13][CH:12]=[CH:11][C:9]=32)=[CH:4][CH:3]=1)(=[O:46])[CH3:45]. (4) Given the reactants CN(C(ON1N=NC2C=CC=CC1=2)=[N+](C)C)C.[B-](F)(F)(F)F.[F:23][C:24]1[CH:29]=[CH:28][C:27]([N:30]2[CH:35]=[CH:34][CH:33]=[C:32]([C:36]([OH:38])=O)[C:31]2=[O:39])=[CH:26][CH:25]=1.[NH2:40][C:41]1[CH:46]=[CH:45][C:44]([CH3:47])=[CH:43][CH:42]=1.C(N(CC)CC)C, predict the reaction product. The product is: [C:44]1([CH3:47])[CH:45]=[CH:46][C:41]([NH:40][C:36]([C:32]2[C:31](=[O:39])[N:30]([C:27]3[CH:26]=[CH:25][C:24]([F:23])=[CH:29][CH:28]=3)[CH:35]=[CH:34][CH:33]=2)=[O:38])=[CH:42][CH:43]=1. (5) Given the reactants [Cl:1][C:2]1[CH:7]=[CH:6][C:5]([C@H:8]2[C@H:13]([O:14]/C=C/C)[C@@H:12]([O:18]/C=C/C)[C@H:11]([O:22]/C=C/C)[C@@H:10]([CH2:26][O:27]/C=C/C)[N:9]2[CH3:31])=[CH:4][C:3]=1[CH2:32][C:33]1[CH:38]=[CH:37][C:36]([O:39][CH2:40][CH3:41])=[CH:35][CH:34]=1, predict the reaction product. The product is: [Cl:1][C:2]1[CH:7]=[CH:6][C:5]([C@H:8]2[C@H:13]([OH:14])[C@@H:12]([OH:18])[C@H:11]([OH:22])[C@@H:10]([CH2:26][OH:27])[N:9]2[CH3:31])=[CH:4][C:3]=1[CH2:32][C:33]1[CH:34]=[CH:35][C:36]([O:39][CH2:40][CH3:41])=[CH:37][CH:38]=1. (6) Given the reactants O=[C:2]1[CH2:7][CH2:6][CH2:5][N:4]([C:8]([O:10][C:11]([CH3:14])([CH3:13])[CH3:12])=[O:9])[CH2:3]1.C[Si]([N-][Si](C)(C)C)(C)C.[Li+].FC(F)(F)S(N(C1C=CC(Cl)=CN=1)S(C(F)(F)F)(=O)=O)(=O)=O.[CH2:47]([O:49][C:50]([C:52]1[CH:57]=[CH:56][C:55](B(O)O)=[CH:54][CH:53]=1)=[O:51])[CH3:48].C(=O)([O-])[O-].[Na+].[Na+], predict the reaction product. The product is: [C:11]([O:10][C:8]([N:4]1[CH2:3][C:2]([C:55]2[CH:56]=[CH:57][C:52]([C:50]([O:49][CH2:47][CH3:48])=[O:51])=[CH:53][CH:54]=2)=[CH:7][CH2:6][CH2:5]1)=[O:9])([CH3:14])([CH3:13])[CH3:12]. (7) Given the reactants [Cl:1][C:2]1[CH:3]=[N:4][C:5]2[N:6]([N:8]=[C:9]([C:11]([OH:13])=O)[CH:10]=2)[CH:7]=1.[CH3:14][CH:15]1[C:24]2[C:19](=[C:20]([CH3:25])[CH:21]=[CH:22][CH:23]=2)[CH2:18][CH2:17][NH:16]1, predict the reaction product. The product is: [Cl:1][C:2]1[CH:3]=[N:4][C:5]2[N:6]([N:8]=[C:9]([C:11]([N:16]3[CH2:17][CH2:18][C:19]4[C:24](=[CH:23][CH:22]=[CH:21][C:20]=4[CH3:25])[CH:15]3[CH3:14])=[O:13])[CH:10]=2)[CH:7]=1. (8) Given the reactants [CH2:1]([C:3]1[C:8]([O:9][C:10]2[C:11]([NH:23][C:24]3[S:28][N:27]=[C:26]([CH:29]4[CH2:35][CH:34]5[N:36]([C:37]([O:39][C:40]([CH3:43])([CH3:42])[CH3:41])=[O:38])[CH:31]([CH2:32][CH2:33]5)[CH2:30]4)[N:25]=3)=[N:12][CH:13]=[C:14]([S:16]CCC(OC)=O)[CH:15]=2)=[CH:7][CH:6]=[CH:5][N:4]=1)[CH3:2].CC([O-])(C)C.[K+].Br[CH2:51][CH2:52][O:53][CH3:54], predict the reaction product. The product is: [CH2:1]([C:3]1[C:8]([O:9][C:10]2[C:11]([NH:23][C:24]3[S:28][N:27]=[C:26]([CH:29]4[CH2:30][CH:31]5[N:36]([C:37]([O:39][C:40]([CH3:43])([CH3:42])[CH3:41])=[O:38])[CH:34]([CH2:33][CH2:32]5)[CH2:35]4)[N:25]=3)=[N:12][CH:13]=[C:14]([S:16][CH2:51][CH2:52][O:53][CH3:54])[CH:15]=2)=[CH:7][CH:6]=[CH:5][N:4]=1)[CH3:2]. (9) The product is: [Cl:33][C:18]1[CH:17]=[C:16]([NH:15][C:13]2[C:14]3[N:6]([CH2:5][CH2:4][NH:3][C:48](=[O:49])[C:45]([OH:44])([CH3:47])[CH3:46])[CH:7]=[CH:8][C:9]=3[N:10]=[CH:11][N:12]=2)[CH:21]=[CH:20][C:19]=1[O:22][C:23]1[CH:28]=[CH:27][CH:26]=[C:25]([C:29]([F:32])([F:31])[F:30])[CH:24]=1. Given the reactants Cl.Cl.[NH2:3][CH2:4][CH2:5][N:6]1[C:14]2[C:13]([NH:15][C:16]3[CH:21]=[CH:20][C:19]([O:22][C:23]4[CH:28]=[CH:27][CH:26]=[C:25]([C:29]([F:32])([F:31])[F:30])[CH:24]=4)=[C:18]([Cl:33])[CH:17]=3)=[N:12][CH:11]=[N:10][C:9]=2[CH:8]=[CH:7]1.C(N(CC)CC)C.C([O:44][C:45]([C:48](Cl)=[O:49])([CH3:47])[CH3:46])(=O)C.C(=O)([O-])O.[Na+], predict the reaction product. (10) Given the reactants [C:1]([C:4]1[CH:5]=[C:6]2[C:11](=[CH:12][CH:13]=1)[N:10]([CH:14]1[CH2:19][CH2:18][O:17][CH2:16][CH2:15]1)[C:9](=[O:20])[N:8]([CH2:21][C:22]1[CH:27]=[CH:26][C:25]([O:28][CH3:29])=[C:24]([O:30][CH3:31])[CH:23]=1)[C:7]2=[O:32])(=[O:3])[CH3:2].[I-].[K+].[Cl-].[Li+].[Ga].[CH3:38][Si:39]([CH:42](Br)[C:43]#[CH:44])([CH3:41])[CH3:40], predict the reaction product. The product is: [CH3:31][O:30][C:24]1[CH:23]=[C:22]([CH:27]=[CH:26][C:25]=1[O:28][CH3:29])[CH2:21][N:8]1[C:7](=[O:32])[C:6]2[C:11](=[CH:12][CH:13]=[C:4]([C:1]([OH:3])([CH3:2])[CH2:44][C:43]#[C:42][Si:39]([CH3:41])([CH3:40])[CH3:38])[CH:5]=2)[N:10]([CH:14]2[CH2:15][CH2:16][O:17][CH2:18][CH2:19]2)[C:9]1=[O:20].